This data is from Retrosynthesis with 50K atom-mapped reactions and 10 reaction types from USPTO. The task is: Predict the reactants needed to synthesize the given product. (1) Given the product CCc1cc2c(=O)n(CC(=O)C(C)(C)C)c(=O)n(Cc3ccc(-c4ccccc4C#N)cc3)c2s1, predict the reactants needed to synthesize it. The reactants are: CC(C)(C)C(=O)CBr.CCc1cc2c(=O)[nH]c(=O)n(Cc3ccc(-c4ccccc4C#N)cc3)c2s1. (2) Given the product OCCOCCOCCOCCOC1CCCCO1, predict the reactants needed to synthesize it. The reactants are: C1=COCCC1.OCCOCCOCCOCCO. (3) Given the product COc1cc(SC)nc(C(=O)NCc2ccc(F)cc2)c1OCc1ccccc1, predict the reactants needed to synthesize it. The reactants are: COC(=O)c1nc(SC)cc(OC)c1OCc1ccccc1.NCc1ccc(F)cc1. (4) Given the product CCCCOc1ccc(NC2C[C@@H]3c4cccc5[nH]cc(c45)C[C@H]3N(C)C2)cn1, predict the reactants needed to synthesize it. The reactants are: CCCCOc1ccc(N)cn1.CN1CC(=O)C[C@@H]2c3cccc4[nH]cc(c34)C[C@H]21. (5) Given the product C[Si](C)(C)C#C/C=C/c1cn([C@H]2C[C@H](O)[C@@H](CO)O2)c(=O)[nH]c1=O, predict the reactants needed to synthesize it. The reactants are: C#C[Si](C)(C)C.O=c1[nH]c(=O)n([C@H]2C[C@H](O)[C@@H](CO)O2)cc1/C=C/Br. (6) Given the product COc1cc(F)c(F)cc1-c1ccc(OCc2cccc3c2cnn3CCC(=O)O)cc1, predict the reactants needed to synthesize it. The reactants are: CCOC(=O)CCn1ncc2c(COc3ccc(-c4cc(F)c(F)cc4OC)cc3)cccc21. (7) Given the product NC(CC(=O)N1CCn2c(nnc2C(F)(F)F)C1)Cc1cc(F)c(F)cc1F, predict the reactants needed to synthesize it. The reactants are: NC(=CC(=O)N1CCn2c(nnc2C(F)(F)F)C1)Cc1cc(F)c(F)cc1F. (8) Given the product CCOc1cc(C(=O)O)ccc1N, predict the reactants needed to synthesize it. The reactants are: CCOc1cc(C(=O)O)ccc1[N+](=O)[O-]. (9) Given the product CN1CCN(c2n[nH]c3nccc(Oc4ccc(NC(=O)c5ccnn(-c6ccc(F)cc6)c5=O)cc4F)c23)CC1, predict the reactants needed to synthesize it. The reactants are: COc1ccc(Cn2nc(N3CCN(C)CC3)c3c(Oc4ccc(NC(=O)c5ccnn(-c6ccc(F)cc6)c5=O)cc4F)ccnc32)cc1.